From a dataset of Full USPTO retrosynthesis dataset with 1.9M reactions from patents (1976-2016). Predict the reactants needed to synthesize the given product. (1) Given the product [CH3:12][C:10]1[CH:9]=[C:15]2[C:16]([CH:17]=[CH:26][NH:30]2)=[C:21]([N+:22]([O-:24])=[O:23])[CH:20]=1, predict the reactants needed to synthesize it. The reactants are: C(O[CH2:9][CH3:10])(=O)C(OCC)=O.[O-][CH2:12]C.[K+].[CH3:15][C:16]1[C:21]([N+:22]([O-:24])=[O:23])=[CH:20]C(C)=C[C:17]=1[C:26](=[NH:30])OCC. (2) Given the product [CH3:1][O:2][C:3]1[C:4]2[N:17]=[C:16]([NH:18][C:21](=[O:22])[CH2:20][N:33]3[CH2:38][CH2:37][O:36][CH2:35][CH2:34]3)[S:15][C:5]=2[C:6]([N:9]2[CH2:10][CH2:11][O:12][CH2:13][CH2:14]2)=[N:7][CH:8]=1, predict the reactants needed to synthesize it. The reactants are: [CH3:1][O:2][C:3]1[C:4]2[N:17]=[C:16]([NH2:18])[S:15][C:5]=2[C:6]([N:9]2[CH2:14][CH2:13][O:12][CH2:11][CH2:10]2)=[N:7][CH:8]=1.Cl[CH2:20][C:21](Cl)=[O:22].C(N(C(C)C)C(C)C)C.[NH:33]1[CH2:38][CH2:37][O:36][CH2:35][CH2:34]1. (3) Given the product [CH3:33][N:34]([CH3:46])[C:35](=[O:36])[C:37]1[CH:42]=[CH:41][CH:40]=[C:39]([C:2]2[C:10]3[C:5](=[N:6][CH:7]=[C:8]([C:11]4[CH:16]=[CH:15][CH:14]=[C:13]([C:17]([N:19]5[CH2:24][CH2:23][O:22][CH2:21][CH2:20]5)=[O:18])[CH:12]=4)[CH:9]=3)[N:4]([CH2:25][O:26][CH2:27][CH2:28][Si:29]([CH3:32])([CH3:31])[CH3:30])[N:3]=2)[CH:38]=1, predict the reactants needed to synthesize it. The reactants are: I[C:2]1[C:10]2[C:5](=[N:6][CH:7]=[C:8]([C:11]3[CH:12]=[C:13]([C:17]([N:19]4[CH2:24][CH2:23][O:22][CH2:21][CH2:20]4)=[O:18])[CH:14]=[CH:15][CH:16]=3)[CH:9]=2)[N:4]([CH2:25][O:26][CH2:27][CH2:28][Si:29]([CH3:32])([CH3:31])[CH3:30])[N:3]=1.[CH3:33][N:34]([CH3:46])[C:35]([C:37]1[CH:38]=[C:39](B(O)O)[CH:40]=[CH:41][CH:42]=1)=[O:36].ClCCl.C(=O)([O-])[O-].[Na+].[Na+].